Task: Predict the reactants needed to synthesize the given product.. Dataset: Full USPTO retrosynthesis dataset with 1.9M reactions from patents (1976-2016) (1) The reactants are: [CH2:1]([O:3][C:4]1[CH:9]=[CH:8][CH:7]=[CH:6][C:5]=1[C:10](=[O:27])[CH2:11][CH2:12][C:13]1[N:14]=[C:15]([C:18]2[CH:23]=[CH:22][C:21]([O:24][CH3:25])=[C:20]([OH:26])[CH:19]=2)[O:16][CH:17]=1)[CH3:2].N12CCCN=C1CCC[CH2:30][CH2:29]2.C(I)C. Given the product [CH2:29]([O:26][C:20]1[CH:19]=[C:18]([C:15]2[O:16][CH:17]=[C:13]([CH2:12][CH2:11][C:10]([C:5]3[CH:6]=[CH:7][CH:8]=[CH:9][C:4]=3[O:3][CH2:1][CH3:2])=[O:27])[N:14]=2)[CH:23]=[CH:22][C:21]=1[O:24][CH3:25])[CH3:30], predict the reactants needed to synthesize it. (2) Given the product [CH3:16][CH:15]([CH3:17])[C@H:18]([NH2:19])[CH2:20][N:4]1[C:5]2[C:10](=[CH:9][CH:8]=[CH:7][CH:6]=2)[C:2]([CH3:1])=[CH:3]1, predict the reactants needed to synthesize it. The reactants are: [CH3:1][C:2]1[C:10]2[C:5](=[CH:6][CH:7]=[CH:8][CH:9]=2)[NH:4][CH:3]=1.[H-].[Na+].[H][H].[CH:15]([CH:18]1[CH2:20][N@@:19]1S(C1C=CC=CC=1[N+]([O-])=O)(=O)=O)([CH3:17])[CH3:16].N1CC1.C1(S)C=CC=CC=1.C(=O)([O-])[O-].[K+].[K+]. (3) The reactants are: [NH2:1][C@H:2]1[CH2:7][CH2:6][C@H:5]([C:8](O)=[O:9])[CH2:4][CH2:3]1.[H-].COCCO[Al+]OCCOC.[Na+].[H-].C1(C)C=CC=CC=1.[OH-].[Na+]. Given the product [NH2:1][C@H:2]1[CH2:7][CH2:6][C@H:5]([CH2:8][OH:9])[CH2:4][CH2:3]1, predict the reactants needed to synthesize it. (4) Given the product [CH3:1][C:2]1[C:3]2[S:11][C:12]([C:14]3[N:19]=[C:18]([CH2:20][CH2:21][C:22]([O:24][C:25]([CH3:28])([CH3:27])[CH3:26])=[O:23])[CH:17]=[CH:16][CH:15]=3)=[N:13][C:5](=[O:7])[C:4]=2[CH:8]=[CH:9][CH:10]=1, predict the reactants needed to synthesize it. The reactants are: [CH3:1][C:2]1[CH:10]=[CH:9][CH:8]=[C:4]([C:5]([OH:7])=O)[C:3]=1[SH:11].[C:12]([C:14]1[N:19]=[C:18]([CH2:20][CH2:21][C:22]([O:24][C:25]([CH3:28])([CH3:27])[CH3:26])=[O:23])[CH:17]=[CH:16][CH:15]=1)#[N:13].